This data is from Catalyst prediction with 721,799 reactions and 888 catalyst types from USPTO. The task is: Predict which catalyst facilitates the given reaction. (1) Reactant: [Cl:1][C:2]1[CH:7]=[CH:6][CH:5]=[C:4]([Cl:8])[C:3]=1[C:9]1[C:13]([CH2:14][O:15][C:16]2[CH:17]=[C:18]3[C:23](=[CH:24][CH:25]=2)[C:22]([NH:26][C:27]2[CH:28]=[C:29]([CH:35]=[CH:36][CH:37]=2)[C:30]([O:32]CC)=[O:31])=[CH:21][CH:20]=[CH:19]3)=[C:12]([CH:38]([CH3:40])[CH3:39])[O:11][N:10]=1.[OH-].[Li+]. Product: [Cl:8][C:4]1[CH:5]=[CH:6][CH:7]=[C:2]([Cl:1])[C:3]=1[C:9]1[C:13]([CH2:14][O:15][C:16]2[CH:17]=[C:18]3[C:23](=[CH:24][CH:25]=2)[C:22]([NH:26][C:27]2[CH:28]=[C:29]([CH:35]=[CH:36][CH:37]=2)[C:30]([OH:32])=[O:31])=[CH:21][CH:20]=[CH:19]3)=[C:12]([CH:38]([CH3:40])[CH3:39])[O:11][N:10]=1. The catalyst class is: 7. (2) The catalyst class is: 4. Product: [OH:16][C:15]1[N:7]([C:2]2[CH:3]=[CH:4][CH:5]=[CH:6][N+:1]=2[O-:26])[N:8]=[C:9]2[C:14]=1[C:13]1[CH:17]=[CH:18][CH:19]=[CH:20][C:12]=1[CH2:11][CH2:10]2. Reactant: [N:1]1[CH:6]=[CH:5][CH:4]=[CH:3][C:2]=1[N:7]1[C:15]([OH:16])=[C:14]2[C:9]([CH2:10][CH2:11][C:12]3[CH:20]=[CH:19][CH:18]=[CH:17][C:13]=32)=[N:8]1.ClC1C=C(C=CC=1)C(OO)=[O:26].C(=O)(O)[O-].[Na+].